This data is from Retrosynthesis with 50K atom-mapped reactions and 10 reaction types from USPTO. The task is: Predict the reactants needed to synthesize the given product. (1) Given the product N#Cc1cc([N+](=O)[O-])c(N)cc1-n1ccnc1, predict the reactants needed to synthesize it. The reactants are: N#Cc1cc([N+](=O)[O-])c(N)cc1F.c1c[nH]cn1. (2) Given the product COC(=O)c1sc(C#CC(C)(C)C)cc1N(C(=O)[C@H]1CC[C@H](C)CC1)[C@H]1CC[C@H](O)CC1, predict the reactants needed to synthesize it. The reactants are: C#CC(C)(C)C.COC(=O)c1sc(Br)cc1N(C(=O)[C@H]1CC[C@H](C)CC1)[C@H]1CC[C@H](O)CC1. (3) Given the product CCO[C@@H](Cc1ccc(OCCc2nc(C(C)(C)C)oc2C)c2ccccc12)C(=O)N1C(=O)OC[C@@H]1Cc1ccccc1, predict the reactants needed to synthesize it. The reactants are: CCO[C@H](C(=O)N1C(=O)OC[C@@H]1Cc1ccccc1)[C@H](O)c1ccc(OCCc2nc(C(C)(C)C)oc2C)c2ccccc12. (4) Given the product CC(=O)Nc1ccc(Br)cc1, predict the reactants needed to synthesize it. The reactants are: CC(=O)OC(C)=O.Nc1ccc(Br)cc1. (5) Given the product CNc1cc(C)c(OC(C)=O)c(C)c1C, predict the reactants needed to synthesize it. The reactants are: CC(=O)Oc1c(C)cc(N(C)C(=O)OC(C)(C)C)c(C)c1C. (6) Given the product Cc1ccsc1C(=O)Nc1cc(N2CCOCC2)ccc1/C=C/c1n[nH]c2ccccc12, predict the reactants needed to synthesize it. The reactants are: Cc1ccsc1C(=O)O.Nc1cc(N2CCOCC2)ccc1/C=C/c1n[nH]c2ccccc12. (7) Given the product N[C@H](Cc1cscn1)C(=O)O, predict the reactants needed to synthesize it. The reactants are: CC(C)(C)OC(=O)N[C@H](Cc1cscn1)C(=O)O. (8) Given the product Cc1c(C(=O)Nc2ccc(N3CCN(CCO)CC3)c(C#N)c2)cnn1-c1ccc(F)cc1F, predict the reactants needed to synthesize it. The reactants are: Cc1c(C(=O)O)cnn1-c1ccc(F)cc1F.N#Cc1cc(N)ccc1N1CCN(CCO)CC1. (9) Given the product Cc1cc(C)c(CNC(=O)c2cc(-c3ccc(N4CCNCC4)nc3)cc3c2cnn3C(C)C)c(=O)[nH]1, predict the reactants needed to synthesize it. The reactants are: CC1(C)OB(c2ccc(N3CCNCC3)nc2)OC1(C)C.Cc1cc(C)c(CNC(=O)c2cc(Br)cc3c2cnn3C(C)C)c(=O)[nH]1. (10) Given the product CC(c1ccccc1)N1CCN(c2ccc(NC(=O)c3ccccc3-c3ccc(C(F)(F)F)cc3)cc2)CC1, predict the reactants needed to synthesize it. The reactants are: CC(Br)c1ccccc1.O=C(Nc1ccc(N2CCNCC2)cc1)c1ccccc1-c1ccc(C(F)(F)F)cc1.